Task: Regression. Given a peptide amino acid sequence and an MHC pseudo amino acid sequence, predict their binding affinity value. This is MHC class I binding data.. Dataset: Peptide-MHC class I binding affinity with 185,985 pairs from IEDB/IMGT (1) The peptide sequence is STFNMWREIL. The MHC is HLA-A68:02 with pseudo-sequence HLA-A68:02. The binding affinity (normalized) is 0.611. (2) The peptide sequence is SRWSRKMLM. The MHC is HLA-B48:01 with pseudo-sequence HLA-B48:01. The binding affinity (normalized) is 0.0847. (3) The peptide sequence is TPGPGIRYPL. The MHC is HLA-A24:02 with pseudo-sequence HLA-A24:02. The binding affinity (normalized) is 0. (4) The MHC is HLA-A02:16 with pseudo-sequence HLA-A02:16. The binding affinity (normalized) is 0.851. The peptide sequence is SAWESFWRI.